This data is from Drug-target binding data from BindingDB using IC50 measurements. The task is: Regression. Given a target protein amino acid sequence and a drug SMILES string, predict the binding affinity score between them. We predict pIC50 (pIC50 = -log10(IC50 in M); higher means more potent). Dataset: bindingdb_ic50. (1) The small molecule is C=CCCC/C=C\C/C=C\C/C=C\C/C=C\CCCCC. The target protein (P24095) has sequence MFGIFDKGQKIKGTVVLMPKNVLDFNAITSIGKGGVIDTATGILGQGVSLVGGVIDTATSFLGRNISMQLISATQTDGSGNGKVGKEVYLEKHLPTLPTLGARQDAFSIFFEWDASFGIPGAFYIKNFMTDEFFLVSVKLEDIPNHGTIEFVCNSWVYNFRSYKKNRIFFVNDTYLPSATPAPLLKYRKEELEVLRGDGTGKRKDFDRIYDYDVYNDLGNPDGGDPRPILGGSSIYPYPRRVRTGRERTRTDPNSEKPGEVYVPRDENFGHLKSSDFLTYGIKSLSHDVIPLFKSAIFQLRVTSSEFESFEDVRSLYEGGIKLPTDILSQISPLPALKEIFRTDGENVLQFPPPHVAKVSKSGWMTDEEFAREVIAGVNPNVIRRLQEFPPKSTLDPTLYGDQTSTITKEQLEINMGGVTVEEALSTQRLFILDYQDAFIPYLTRINSLPTAKAYATRTILFLKDDGTLKPLAIELSKPHPDGDNLGPESIVVLPATEGV.... The pIC50 is 4.4. (2) The pIC50 is 7.7. The drug is C=CCN(C)CCCCCCOc1ccc(C(=O)c2ccccc2)cc1. The target protein (P48449) has sequence MTEGTCLRRRGGPYKTEPATDLGRWRLNCERGRQTWTYLQDERAGREQTGLEAYALGLDTKNYFKDLPKAHTAFEGALNGMTFYVGLQAEDGHWTGDYGGPLFLLPGLLITCHVARIPLPAGYREEIVRYLRSVQLPDGGWGLHIEDKSTVFGTALNYVSLRILGVGPDDPDLVRARNILHKKGGAVAIPSWGKFWLAVLNVYSWEGLNTLFPEMWLFPDWAPAHPSTLWCHCRQVYLPMSYCYAVRLSAAEDPLVQSLRQELYVEDFASIDWLAQRNNVAPDELYTPHSWLLRVVYALLNLYEHHHSAHLRQRAVQKLYEHIVADDRFTKSISIGPISKTINMLVRWYVDGPASTAFQEHVSRIPDYLWMGLDGMKMQGTNGSQIWDTAFAIQALLEAGGHHRPEFSSCLQKAHEFLRLSQVPDNPPDYQKYYRQMRKGGFSFSTLDCGWIVSDCTAEALKAVLLLQEKCPHVTEHIPRERLCDAVAVLLNMRNPDGGF....